This data is from CYP2D6 inhibition data for predicting drug metabolism from PubChem BioAssay. The task is: Regression/Classification. Given a drug SMILES string, predict its absorption, distribution, metabolism, or excretion properties. Task type varies by dataset: regression for continuous measurements (e.g., permeability, clearance, half-life) or binary classification for categorical outcomes (e.g., BBB penetration, CYP inhibition). Dataset: cyp2d6_veith. (1) The compound is CCOC(=O)Nc1nc(-c2ccccc2)c(C)s1. The result is 0 (non-inhibitor). (2) The molecule is COc1cccc(-c2cncnc2NCCN2CCOCC2)c1. The result is 1 (inhibitor). (3) The compound is C[C@@H]1[C@H]2C=C[C@@H]1[C@@H](c1c3ccc(=O)c(O)c-3oc3c(O)c(O)ccc13)[C@@H]2C(=O)O. The result is 0 (non-inhibitor). (4) The compound is Clc1cc(I)cc(Cl)c1NC1=NCCN1. The result is 1 (inhibitor). (5) The molecule is O=C1S/C(=C/c2ccc(N3CCOCC3)o2)C(=O)N1Cc1ccc(F)cc1. The result is 0 (non-inhibitor). (6) The compound is CC(C)=NO[C@@H](C)CN1CCCCc2nc(C)c(C)cc21. The result is 1 (inhibitor). (7) The compound is Cc1cc(C)n(Cc2ccc(NC(=O)c3ccc(COc4ccccc4Br)cc3)cc2)n1. The result is 0 (non-inhibitor). (8) The drug is CCC(=O)N(Cc1ccco1)c1nc(-c2ccccc2)cs1. The result is 0 (non-inhibitor). (9) The compound is ClC(Cl)(Cl)C(N1CCN(c2ccccc2)CC1)N1CCN(c2ccccc2)CC1. The result is 0 (non-inhibitor).